This data is from Catalyst prediction with 721,799 reactions and 888 catalyst types from USPTO. The task is: Predict which catalyst facilitates the given reaction. (1) Reactant: [I:1][C:2]1[CH:23]=[CH:22][C:5]([C:6]([N:8]2[C:14]3[CH:15]=[CH:16][CH:17]=[CH:18][C:13]=3[CH2:12][N:11]3[CH:19]=[CH:20][CH:21]=[C:10]3[CH2:9]2)=[O:7])=[CH:4][C:3]=1[CH3:24].C(N(CC)C(C)C)(C)C.[Cl:34][C:35]([Cl:40])([Cl:39])[C:36](Cl)=[O:37].C(OCC)C. Product: [Cl:34][C:35]([Cl:40])([Cl:39])[C:36]([C:19]1[N:11]2[C:10]([CH2:9][N:8]([C:6](=[O:7])[C:5]3[CH:22]=[CH:23][C:2]([I:1])=[C:3]([CH3:24])[CH:4]=3)[C:14]3[CH:15]=[CH:16][CH:17]=[CH:18][C:13]=3[CH2:12]2)=[CH:21][CH:20]=1)=[O:37]. The catalyst class is: 4. (2) Reactant: [CH2:1]([O:3][C:4]([N:6]1[CH:11]([CH2:12][CH3:13])[CH2:10][CH:9]([N:14]=[CH:15][C:16]2[CH:21]=[C:20]([C:22]([F:25])([F:24])[F:23])[CH:19]=[C:18]([C:26]([F:29])([F:28])[F:27])[CH:17]=2)[C:8]2[C:30]([CH3:34])=[N:31][N:32]([CH3:33])[C:7]1=2)=[O:5])[CH3:2].C([BH3-])#N.[Na+].O. Product: [CH2:1]([O:3][C:4]([N:6]1[CH:11]([CH2:12][CH3:13])[CH2:10][CH:9]([NH:14][CH2:15][C:16]2[CH:17]=[C:18]([C:26]([F:27])([F:28])[F:29])[CH:19]=[C:20]([C:22]([F:24])([F:23])[F:25])[CH:21]=2)[C:8]2[C:30]([CH3:34])=[N:31][N:32]([CH3:33])[C:7]1=2)=[O:5])[CH3:2]. The catalyst class is: 5. (3) Reactant: [C:1]([C:4]1[C:33](=[O:34])[C@@:8]2([CH3:35])[C:9]3[C:15]([OH:16])=[CH:14][C:13]([O:17][CH3:18])=[C:12]([C:19]([NH:21][CH2:22][C:23]4[C:28]([CH3:29])=[CH:27][C:26]([OH:30])=[C:25]([CH3:31])[C:24]=4[CH3:32])=[O:20])[C:10]=3[O:11][C:7]2=[CH:6][C:5]=1[OH:36])(=[O:3])[CH3:2].C(=O)([O-])[O-].[K+].[K+].[Cl:43][C:44]1[CH:51]=[C:50]([Cl:52])[CH:49]=[CH:48][C:45]=1[CH2:46]Cl.Cl. Product: [C:1]([C:4]1[C:33](=[O:34])[C@@:8]2([CH3:35])[C:9]3[C:15]([OH:16])=[CH:14][C:13]([O:17][CH3:18])=[C:12]([C:19]([NH:21][CH2:22][C:23]4[C:28]([CH3:29])=[CH:27][C:26]([O:30][CH2:46][C:45]5[CH:48]=[CH:49][C:50]([Cl:52])=[CH:51][C:44]=5[Cl:43])=[C:25]([CH3:31])[C:24]=4[CH3:32])=[O:20])[C:10]=3[O:11][C:7]2=[CH:6][C:5]=1[OH:36])(=[O:3])[CH3:2]. The catalyst class is: 9. (4) Reactant: [Cl:1][C:2]1[N:6]([CH2:7][CH:8]=[C:9]([CH3:16])[CH2:10][CH2:11][CH:12]=[C:13]([CH3:15])[CH3:14])[C:5]2[CH:17]=[CH:18][CH:19]=[CH:20][C:4]=2[N:3]=1.[OH-:21].[Na+].[BH4-].[Na+].O. Product: [CH2:20]([O:21][C:13]([CH3:14])([CH3:15])[CH2:12][CH2:11][CH2:10][C:9]([CH3:16])=[CH:8][CH2:7][N:6]1[C:5]2[CH:17]=[CH:18][CH:19]=[CH:20][C:4]=2[N:3]=[C:2]1[Cl:1])[CH2:4][CH2:5][CH3:17]. The catalyst class is: 51. (5) Reactant: [Br:1][C:2]1[CH:7]=[C:6]([CH3:8])[CH:5]=[CH:4][N:3]=1.C[Si]([N-][Si](C)(C)C)(C)C.[Na+].C[O:20][C:21](=O)[C:22]1[CH:27]=[CH:26][CH:25]=[C:24]([CH3:28])[N:23]=1.C(OCC)C. Product: [Br:1][C:2]1[CH:7]=[C:6]([CH2:8][C:21]([C:22]2[CH:27]=[CH:26][CH:25]=[C:24]([CH3:28])[N:23]=2)=[O:20])[CH:5]=[CH:4][N:3]=1. The catalyst class is: 1. (6) Reactant: [C:1]([C:4]1[CH:13]=[CH:12][C:7]([C:8]([O:10][CH3:11])=[O:9])=[C:6]([O:14][CH3:15])[N:5]=1)(=[O:3])[CH3:2].[CH:16]1([CH:21]=O)[CH2:20][CH2:19][CH2:18][CH2:17]1.N1CCCC1.O. Product: [CH:16]1([CH:21]=[CH:2][C:1]([C:4]2[CH:13]=[CH:12][C:7]([C:8]([O:10][CH3:11])=[O:9])=[C:6]([O:14][CH3:15])[N:5]=2)=[O:3])[CH2:20][CH2:19][CH2:18][CH2:17]1. The catalyst class is: 5. (7) Reactant: [CH3:1][C:2]1[CH:10]=[CH:9][C:5]([C:6](O)=[O:7])=[C:4]([C:11]([F:14])([F:13])[F:12])[CH:3]=1.C(Cl)(=O)C([Cl:18])=O. Product: [CH3:1][C:2]1[CH:10]=[CH:9][C:5]([C:6]([Cl:18])=[O:7])=[C:4]([C:11]([F:14])([F:13])[F:12])[CH:3]=1. The catalyst class is: 139. (8) Reactant: [CH2:1]([C@H:8]1[CH2:12][O:11][C:10](=[O:13])[N:9]1[C:14](=[O:34])[CH2:15][CH2:16][C:17]1[C:21]([CH:22]2[CH2:24][CH2:23]2)=[C:20]([CH:25]2[CH2:28][CH:27]([CH2:29][C:30]([CH3:33])([CH3:32])[CH3:31])[CH2:26]2)[O:19][N:18]=1)[C:2]1[CH:7]=[CH:6][CH:5]=[CH:4][CH:3]=1.C[Si](C)(C)[N-][Si](C)(C)C.[Na+].[CH2:45](I)[CH:46]=[CH2:47].Cl. Product: [CH2:1]([C@H:8]1[CH2:12][O:11][C:10](=[O:13])[N:9]1[C:14](=[O:34])[C@H:15]([CH2:16][C:17]1[C:21]([CH:22]2[CH2:23][CH2:24]2)=[C:20]([CH:25]2[CH2:26][CH:27]([CH2:29][C:30]([CH3:31])([CH3:33])[CH3:32])[CH2:28]2)[O:19][N:18]=1)[CH2:47][CH:46]=[CH2:45])[C:2]1[CH:3]=[CH:4][CH:5]=[CH:6][CH:7]=1. The catalyst class is: 90. (9) Reactant: [CH3:1][S:2]([NH:5][C:6]1[CH:21]=[CH:20][C:9]2[NH:10][C:11]([CH2:16][C:17]([OH:19])=O)=[N:12][S:13](=[O:15])(=[O:14])[C:8]=2[CH:7]=1)(=[O:4])=[O:3].[CH2:22]([O:24][C:25]([CH:27]1[CH2:31][CH2:30][CH2:29][CH:28]1[NH:32][CH3:33])=[O:26])[CH3:23].Cl.CN(C)CCCN=C=NCC.CN1CCOCC1.Cl. Product: [CH2:22]([O:24][C:25]([CH:27]1[CH2:31][CH2:30][CH2:29][CH:28]1[N:32]([C:17](=[O:19])[CH2:16][C:11]1[NH:10][C:9]2[CH:20]=[CH:21][C:6]([NH:5][S:2]([CH3:1])(=[O:3])=[O:4])=[CH:7][C:8]=2[S:13](=[O:14])(=[O:15])[N:12]=1)[CH3:33])=[O:26])[CH3:23]. The catalyst class is: 9.